Dataset: Forward reaction prediction with 1.9M reactions from USPTO patents (1976-2016). Task: Predict the product of the given reaction. (1) Given the reactants Cl.[CH3:2][O:3][C:4]1[CH:16]=[CH:15][C:7]([CH2:8][C@@H:9]([C:11]([O:13][CH3:14])=[O:12])[NH2:10])=[CH:6][CH:5]=1.C(N(CC)CC)C.[C:24]([C:26]1[CH:36]=[CH:35][CH:34]=[CH:33][C:27]=1[CH:28]=[CH:29][C:30](O)=[O:31])#[N:25].CCN=C=NCCCN(C)C.Cl, predict the reaction product. The product is: [C:24]([C:26]1[CH:36]=[CH:35][CH:34]=[CH:33][C:27]=1[CH:28]=[CH:29][C:30]([NH:10][C@H:9]([C:11]([O:13][CH3:14])=[O:12])[CH2:8][C:7]1[CH:6]=[CH:5][C:4]([O:3][CH3:2])=[CH:16][CH:15]=1)=[O:31])#[N:25]. (2) Given the reactants [CH3:1][S:2]([N:5]1[CH2:11][CH2:10][CH:9]2[CH:7]([O:8]2)[CH2:6]1)(=[O:4])=[O:3].[N-:12]=[N+:13]=[N-:14].[Na+].O, predict the reaction product. The product is: [N:12]([CH:9]1[CH2:10][CH2:11][N:5]([S:2]([CH3:1])(=[O:4])=[O:3])[CH2:6][CH:7]1[OH:8])=[N+:13]=[N-:14]. (3) The product is: [Br:9][C:5]1[NH:4][C:3](=[N:15][C:14]2[C:16]([CH:20]([CH3:21])[CH3:22])=[CH:17][CH:18]=[CH:19][C:13]=2[CH:10]([CH3:12])[CH3:11])[CH:8]=[CH:7][CH:6]=1. Given the reactants C([C:3]1[CH:8]=[CH:7][CH:6]=[C:5]([Br:9])[N:4]=1)=O.[CH:10]([C:13]1[CH:19]=[CH:18][CH:17]=[C:16]([CH:20]([CH3:22])[CH3:21])[C:14]=1[NH2:15])([CH3:12])[CH3:11].C1(C)C=CC(S(O)(=O)=O)=CC=1, predict the reaction product. (4) Given the reactants C(O[C:4](=[O:23])[CH:5]([O:20][CH2:21][CH3:22])[N:6]1[CH:11]=[CH:10][CH:9]=[C:8]([NH:12][C:13]2[CH:18]=[CH:17][CH:16]=[CH:15][CH:14]=2)[C:7]1=[O:19])C.[NH2:24][CH2:25][C:26]1[CH:35]=[CH:34][C:29]2[C:30]([NH2:33])=[N:31][O:32][C:28]=2[CH:27]=1, predict the reaction product. The product is: [NH2:33][C:30]1[C:29]2[CH:34]=[CH:35][C:26]([CH2:25][NH:24][C:4](=[O:23])[CH:5]([O:20][CH2:21][CH3:22])[N:6]3[CH:11]=[CH:10][CH:9]=[C:8]([NH:12][C:13]4[CH:14]=[CH:15][CH:16]=[CH:17][CH:18]=4)[C:7]3=[O:19])=[CH:27][C:28]=2[O:32][N:31]=1. (5) Given the reactants [C:1]1([N:7]2[CH2:12][CH2:11][N:10]([CH2:13][CH2:14][CH2:15][CH2:16][N:17]3C(=O)C4=CC=CC=C4C3=O)[CH2:9][CH2:8]2)[CH:6]=[CH:5][CH:4]=[CH:3][CH:2]=1.NN, predict the reaction product. The product is: [C:1]1([N:7]2[CH2:8][CH2:9][N:10]([CH2:13][CH2:14][CH2:15][CH2:16][NH2:17])[CH2:11][CH2:12]2)[CH:2]=[CH:3][CH:4]=[CH:5][CH:6]=1. (6) Given the reactants [C:1]([C:5]1[N:6]=[N:7][N:8]([CH2:10][S:11][C:12]2[CH:17]=[CH:16][CH:15]=[CH:14][CH:13]=2)[CH:9]=1)([CH3:4])([CH3:3])[CH3:2].[F:18][C:19]([F:26])([F:25])[S:20]([O:23]C)(=[O:22])=[O:21], predict the reaction product. The product is: [F:18][C:19]([F:26])([F:25])[S:20]([O-:23])(=[O:22])=[O:21].[C:1]([C:5]1[N:6]([CH3:19])[N:7]=[N+:8]([CH2:10][S:11][C:12]2[CH:17]=[CH:16][CH:15]=[CH:14][CH:13]=2)[CH:9]=1)([CH3:4])([CH3:2])[CH3:3]. (7) Given the reactants [N:1]1([C:7]2[N:15]=[C:14]([C:16]3[CH:17]=[C:18]([CH2:22][OH:23])[CH:19]=[CH:20][CH:21]=3)[N:13]=[C:12]3[C:8]=2[N:9]=[CH:10][N:11]3[CH:24]2[CH2:29][CH2:28][NH:27][CH2:26][CH2:25]2)[CH2:6][CH2:5][O:4][CH2:3][CH2:2]1.[BH3-][C:31]#[N:32].[Na+].N1[CH:39]=[CH:38][CH:37]=[C:36](C=O)[CH:35]=1, predict the reaction product. The product is: [N:1]1([C:7]2[N:15]=[C:14]([C:16]3[CH:17]=[C:18]([CH2:22][OH:23])[CH:19]=[CH:20][CH:21]=3)[N:13]=[C:12]3[C:8]=2[N:9]=[CH:10][N:11]3[CH:24]2[CH2:29][CH2:28][N:27]([CH2:39][C:38]3[CH:37]=[CH:36][CH:35]=[CH:31][N:32]=3)[CH2:26][CH2:25]2)[CH2:6][CH2:5][O:4][CH2:3][CH2:2]1.